Dataset: Reaction yield outcomes from USPTO patents with 853,638 reactions. Task: Predict the reaction yield, written as a fraction of the theoretical maximum amount of product (1.0 means a 100% yield; for example, 0.34 means a 34% yield). (1) The reactants are [Br:1][C:2]1[CH:3]=[C:4]([CH:7]=[O:8])[S:5][CH:6]=1.[CH2:9]([OH:11])[CH3:10].[Cl-].[NH4+].C([O-])([O-])O[CH2:16][CH3:17]. No catalyst specified. The product is [Br:1][C:2]1[CH:3]=[C:4]([CH:7]([O:11][CH2:9][CH3:10])[O:8][CH2:16][CH3:17])[S:5][CH:6]=1. The yield is 0.810. (2) The yield is 0.380. The product is [Br:1][C:2]1[C:3]([N:21]2[CH2:26][CH2:25][CH2:24][C@@H:23]([NH:27][C:28](=[O:34])[O:29][C:30]([CH3:32])([CH3:31])[CH3:33])[CH2:22]2)=[C:4]2[C:10]([NH:11][C:12]([C:14]3[CH:19]=[N:18][CH:17]=[CH:16][N:15]=3)=[O:13])=[CH:9][NH:8][C:5]2=[N:6][CH:7]=1. The catalyst is CCCCO. The reactants are [Br:1][C:2]1[C:3](F)=[C:4]2[C:10]([NH:11][C:12]([C:14]3[CH:19]=[N:18][CH:17]=[CH:16][N:15]=3)=[O:13])=[CH:9][NH:8][C:5]2=[N:6][CH:7]=1.[NH:21]1[CH2:26][CH2:25][CH2:24][C@@H:23]([NH:27][C:28](=[O:34])[O:29][C:30]([CH3:33])([CH3:32])[CH3:31])[CH2:22]1. (3) The reactants are [F:1][C:2]1[CH:3]=[C:4]([NH:24][C:25](=[O:36])[CH2:26][C:27]([NH:29][C:30]2[CH:31]=[N:32][CH:33]=[CH:34][CH:35]=2)=[O:28])[CH:5]=[CH:6][C:7]=1[O:8][C:9]1[CH:14]=[CH:13][N:12]=[C:11]2[CH:15]=[C:16](C3N(C)C=CN=3)[S:17][C:10]=12.FC1C=C(N)C=CC=1OC1C=CN=C2C=C([C:54]3[N:55]([CH3:59])[CH:56]=[CH:57][N:58]=3)SC=12.CCCCCCCCCCCCN. No catalyst specified. The product is [F:1][C:2]1[CH:3]=[C:4]([NH:24][C:25](=[O:36])[CH2:26][C:27]([NH:29][C:30]2[CH:31]=[N:32][CH:33]=[CH:34][CH:35]=2)=[O:28])[CH:5]=[CH:6][C:7]=1[O:8][C:9]1[CH:14]=[CH:13][N:12]=[C:11]2[CH:15]=[C:16]([C:56]3[N:55]([CH3:59])[CH:54]=[N:58][CH:57]=3)[S:17][C:10]=12. The yield is 0.330. (4) The reactants are [C:1]([NH:11][C@H:12]([C:16]([O:18][C:19]1[CH:24]=[CH:23][C:22]([CH2:25][C:26]([O:28][CH2:29]Cl)=[O:27])=[CH:21][CH:20]=1)=[O:17])[CH:13]([CH3:15])[CH3:14])([O:3][CH2:4][C:5]1[CH:10]=[CH:9][CH:8]=[CH:7][CH:6]=1)=[O:2].[I-:31].[Na+]. The catalyst is C(#N)C. The product is [C:1]([NH:11][C@H:12]([C:16]([O:18][C:19]1[CH:24]=[CH:23][C:22]([CH2:25][C:26]([O:28][CH2:29][I:31])=[O:27])=[CH:21][CH:20]=1)=[O:17])[CH:13]([CH3:15])[CH3:14])([O:3][CH2:4][C:5]1[CH:10]=[CH:9][CH:8]=[CH:7][CH:6]=1)=[O:2]. The yield is 0.800. (5) The catalyst is CN(C)C=O.C(OCC)(=O)C. The yield is 0.310. The reactants are [NH:1]1[CH2:6][CH2:5][CH:4]([CH2:7][CH2:8][C:9]([O:11][CH3:12])=[O:10])[CH2:3][CH2:2]1.F[C:14]1[CH:26]=[CH:25][C:17]([C:18]([O:20][C:21]([CH3:24])([CH3:23])[CH3:22])=[O:19])=[CH:16][CH:15]=1.C(=O)([O-])[O-].[K+].[K+].C(=O)([O-])O.[Na+]. The product is [CH3:12][O:11][C:9](=[O:10])[CH2:8][CH2:7][CH:4]1[CH2:5][CH2:6][N:1]([C:14]2[CH:26]=[CH:25][C:17]([C:18]([O:20][C:21]([CH3:22])([CH3:23])[CH3:24])=[O:19])=[CH:16][CH:15]=2)[CH2:2][CH2:3]1.